The task is: Predict the product of the given reaction.. This data is from Forward reaction prediction with 1.9M reactions from USPTO patents (1976-2016). (1) The product is: [CH:1]([O:3][C:4]([N:6]1[CH2:30][C@:29]2([C:31](=[O:34])[CH2:32][O:33][S:37]([CH3:36])(=[O:39])=[O:38])[C@@H:8]([CH2:9][C@H:10]3[C@H:23]4[C@@:14]([F:27])([C@:15]5([CH3:26])[C:20]([C@@H:21]([F:24])[CH2:22]4)=[CH:19][C:18](=[O:25])[CH:17]=[CH:16]5)[C@@H:13]([OH:28])[CH2:12][C@@:11]32[CH3:35])[CH2:7]1)=[O:5])=[CH2:2]. Given the reactants [CH:1]([O:3][C:4]([N:6]1[CH2:30][C@:29]2([C:31](=[O:34])[CH2:32][OH:33])[C@@H:8]([CH2:9][C@H:10]3[C@H:23]4[C@@:14]([F:27])([C@:15]5([CH3:26])[C:20]([C@@H:21]([F:24])[CH2:22]4)=[CH:19][C:18](=[O:25])[CH:17]=[CH:16]5)[C@@H:13]([OH:28])[CH2:12][C@@:11]32[CH3:35])[CH2:7]1)=[O:5])=[CH2:2].[CH3:36][S:37](Cl)(=[O:39])=[O:38].CCN(C(C)C)C(C)C, predict the reaction product. (2) Given the reactants Cl[C:2]1[N:7]=[C:6]([NH:8][C:9]2[CH:14]=[CH:13][C:12]([N:15]3[CH2:20][CH2:19][O:18][CH2:17][CH2:16]3)=[CH:11][CH:10]=2)[CH:5]=[N:4][CH:3]=1.[NH:21]1[CH:25]=[CH:24][N:23]=[CH:22]1, predict the reaction product. The product is: [N:21]1([C:2]2[N:7]=[C:6]([NH:8][C:9]3[CH:14]=[CH:13][C:12]([N:15]4[CH2:20][CH2:19][O:18][CH2:17][CH2:16]4)=[CH:11][CH:10]=3)[CH:5]=[N:4][CH:3]=2)[CH:25]=[CH:24][N:23]=[CH:22]1.